Predict the product of the given reaction. From a dataset of Forward reaction prediction with 1.9M reactions from USPTO patents (1976-2016). (1) Given the reactants [S:1]1[C:5]2[CH2:6][NH:7][CH2:8][CH2:9][CH:10]([OH:11])[C:4]=2[CH:3]=[CH:2]1.[Cl:12][C:13]1[C:18]([Cl:19])=[CH:17][CH:16]=[CH:15][C:14]=1F, predict the reaction product. The product is: [ClH:12].[Cl:12][C:13]1[C:18]([Cl:19])=[CH:17][CH:16]=[CH:15][C:14]=1[O:11][CH:10]1[CH2:9][CH2:8][NH:7][CH2:6][C:5]2[S:1][CH:2]=[CH:3][C:4]1=2. (2) Given the reactants [Br:1][CH2:2][CH2:3][OH:4].C1C=CC(P(C2C=CC=CC=2)C2C=CC=CC=2)=CC=1.[NH:24]([C:38]([O:40][C:41]([CH3:44])([CH3:43])[CH3:42])=[O:39])[C@H:25]([C:34]([O:36][CH3:37])=[O:35])[CH2:26][C:27]1[CH:32]=[CH:31][C:30](O)=[CH:29][CH:28]=1.CCOC(/N=N/C(OCC)=O)=O, predict the reaction product. The product is: [Br:1][CH2:2][CH2:3][O:4][C:30]1[CH:29]=[CH:28][C:27]([CH2:26][C@H:25]([NH:24][C:38]([O:40][C:41]([CH3:44])([CH3:43])[CH3:42])=[O:39])[C:34]([O:36][CH3:37])=[O:35])=[CH:32][CH:31]=1.